From a dataset of Forward reaction prediction with 1.9M reactions from USPTO patents (1976-2016). Predict the product of the given reaction. Given the reactants [CH3:1][CH:2]([C:7]1[CH:13]=[CH:12][CH:11]=[CH:10][C:8]=1N)[CH2:3][CH:4]([CH3:6])[CH3:5].[BrH:14].N([O-])=O.[Na+].[OH-].[Na+], predict the reaction product. The product is: [Br:14][C:8]1[CH:10]=[CH:11][CH:12]=[CH:13][C:7]=1[CH:2]([CH3:1])[CH2:3][CH:4]([CH3:6])[CH3:5].